From a dataset of Forward reaction prediction with 1.9M reactions from USPTO patents (1976-2016). Predict the product of the given reaction. (1) Given the reactants [C:1]([CH:9]([CH2:15][C:16]([C:18]1[CH:27]=[CH:26][C:25]2[C:20](=[CH:21][CH:22]=[C:23]([O:28][CH3:29])[CH:24]=2)[CH:19]=1)=[O:17])C(OCC)=O)(=[O:8])[C:2]1[CH:7]=[CH:6][CH:5]=[CH:4][CH:3]=1.[OH-].[Na+].Cl, predict the reaction product. The product is: [CH3:29][O:28][C:23]1[CH:24]=[C:25]2[C:20](=[CH:21][CH:22]=1)[CH:19]=[C:18]([C:16](=[O:17])[CH2:15][CH2:9][C:1]([C:2]1[CH:7]=[CH:6][CH:5]=[CH:4][CH:3]=1)=[O:8])[CH:27]=[CH:26]2. (2) The product is: [CH2:1]([O:8][C:9]1[CH:14]=[CH:13][C:12]([NH:15][C:16]2[C:21]3[C:22]4[CH2:30][CH2:29][C:28]5[C:24](=[CH:25][N:26]([CH2:31][CH2:32][OH:33])[N:27]=5)[C:23]=4[S:41][C:20]=3[N:19]=[CH:18][N:17]=2)=[CH:11][C:10]=1[Cl:42])[C:2]1[CH:7]=[CH:6][CH:5]=[CH:4][CH:3]=1. Given the reactants [CH2:1]([O:8][C:9]1[CH:14]=[CH:13][C:12]([NH:15][C:16]2[N:17]=[CH:18][N:19]=[C:20]3[S:41][C:23]4[C:24]5[C:28]([CH2:29][CH2:30][C:22]=4[C:21]=23)=[N:27][N:26]([CH2:31][CH2:32][O:33][Si](C(C)(C)C)(C)C)[CH:25]=5)=[CH:11][C:10]=1[Cl:42])[C:2]1[CH:7]=[CH:6][CH:5]=[CH:4][CH:3]=1.Cl, predict the reaction product. (3) Given the reactants Cl[S:2]([OH:5])(=O)=[O:3].[Br:6][C:7]1[CH:12]=[CH:11][C:10]([C:13]2[O:17][N:16]=[C:15]([CH3:18])[C:14]=2[C:19]2[CH:24]=[CH:23][CH:22]=[CH:21][CH:20]=2)=[CH:9][CH:8]=1.O.[NH3:26], predict the reaction product. The product is: [Br:6][C:7]1[CH:8]=[CH:9][C:10]([C:13]2[O:17][N:16]=[C:15]([CH3:18])[C:14]=2[C:19]2[CH:20]=[CH:21][C:22]([S:2]([NH2:26])(=[O:5])=[O:3])=[CH:23][CH:24]=2)=[CH:11][CH:12]=1. (4) Given the reactants [C:1]1([C:7]2[C:8]3[C:13]([C:14]([C:21]4[CH:26]=[CH:25][C:24](Br)=[CH:23][CH:22]=4)=[C:15]4[C:20]=2[CH:19]=[CH:18][CH:17]=[CH:16]4)=[CH:12][CH:11]=[CH:10][CH:9]=3)[CH:6]=[CH:5][CH:4]=[CH:3][CH:2]=1.[C:28]1([NH:38][C:39]2[CH:40]=[CH:41][C:42]3[N:43]([C:52]4[CH:57]=[CH:56][CH:55]=[CH:54][CH:53]=4)[C:44]4[C:49]([C:50]=3[CH:51]=2)=[CH:48][CH:47]=[CH:46][CH:45]=4)[C:37]2[C:32](=[CH:33][CH:34]=[CH:35][CH:36]=2)[CH:31]=[CH:30][CH:29]=1.C(O[Na])(C)(C)C.C(P(C(C)(C)C)C(C)(C)C)(C)(C)C, predict the reaction product. The product is: [C:28]1([N:38]([C:4]2[CH:3]=[CH:2][C:1]([C:7]3[C:20]4[C:15]([C:14]([C:21]5[CH:26]=[CH:25][CH:24]=[CH:23][CH:22]=5)=[C:13]5[C:8]=3[CH:9]=[CH:10][CH:11]=[CH:12]5)=[CH:16][CH:17]=[CH:18][CH:19]=4)=[CH:6][CH:5]=2)[C:39]2[CH:40]=[CH:41][C:42]3[N:43]([C:52]4[CH:53]=[CH:54][CH:55]=[CH:56][CH:57]=4)[C:44]4[C:49]([C:50]=3[CH:51]=2)=[CH:48][CH:47]=[CH:46][CH:45]=4)[C:37]2[C:32](=[CH:33][CH:34]=[CH:35][CH:36]=2)[CH:31]=[CH:30][CH:29]=1. (5) The product is: [Cl:1][C:2]1[CH:9]=[CH:8][C:5]([CH2:6][NH:7][C:20](=[O:21])[CH2:19][CH2:18][C:15]2[CH:16]=[CH:17][C:12]([O:11][CH3:10])=[C:13]([O:23][CH2:24][C:25]#[CH:26])[CH:14]=2)=[CH:4][CH:3]=1. Given the reactants [Cl:1][C:2]1[CH:9]=[CH:8][C:5]([CH2:6][NH2:7])=[CH:4][CH:3]=1.[CH3:10][O:11][C:12]1[CH:17]=[CH:16][C:15]([CH2:18][CH2:19][C:20](O)=[O:21])=[CH:14][C:13]=1[O:23][CH2:24][C:25]#[CH:26].Cl.C(N=C=NCCCN(CC)CC)C.CN(C)C=O, predict the reaction product. (6) The product is: [CH3:31][S:28]([CH2:27][C:24]1[N:23]=[CH:22][C:21]([O:20][C:16]2[CH:17]=[C:18]3[C:13](=[C:14]([O:32][CH:33]4[CH2:38][CH2:37][O:36][CH2:35][CH2:34]4)[CH:15]=2)[NH:12][C:11]([C:9]2[S:10][CH:6]([CH2:5][C:4]([OH:39])=[O:3])[CH2:7][N:8]=2)=[CH:19]3)=[CH:26][CH:25]=1)(=[O:29])=[O:30]. Given the reactants C([O:3][C:4](=[O:39])[CH2:5][CH:6]1[S:10][C:9]([C:11]2[NH:12][C:13]3[C:18]([CH:19]=2)=[CH:17][C:16]([O:20][C:21]2[CH:22]=[N:23][C:24]([CH2:27][S:28]([CH3:31])(=[O:30])=[O:29])=[CH:25][CH:26]=2)=[CH:15][C:14]=3[O:32][CH:33]2[CH2:38][CH2:37][O:36][CH2:35][CH2:34]2)=[N:8][CH2:7]1)C.[OH-].[Na+].Cl, predict the reaction product. (7) Given the reactants [NH2:1][C:2]1[C:12](Br)=[N:11][C:10]([Br:14])=[CH:9][C:3]=1[C:4]([O:6][CH2:7][CH3:8])=[O:5].[C:15]([C:17]1[CH:22]=[CH:21][N:20]=[C:19]([NH:23][C:24](=[O:26])[CH3:25])[CH:18]=1)#[CH:16], predict the reaction product. The product is: [C:24]([NH:23][C:19]1[CH:18]=[C:17]([C:15]#[C:16][C:12]2[C:2]([NH2:1])=[C:3]([CH:9]=[C:10]([Br:14])[N:11]=2)[C:4]([O:6][CH2:7][CH3:8])=[O:5])[CH:22]=[CH:21][N:20]=1)(=[O:26])[CH3:25].